This data is from Forward reaction prediction with 1.9M reactions from USPTO patents (1976-2016). The task is: Predict the product of the given reaction. (1) Given the reactants Cl[C:2]1[CH:7]=[CH:6][C:5]([C:8]2[CH:13]([CH3:14])[S:12][C:11](=[O:15])[NH:10][N:9]=2)=[CH:4][C:3]=1[N+:16]([O-:18])=[O:17].[CH2:19]([NH2:23])[CH:20]([CH3:22])[CH3:21], predict the reaction product. The product is: [CH2:19]([NH:23][C:2]1[CH:7]=[CH:6][C:5]([C:8]2[CH:13]([CH3:14])[S:12][C:11](=[O:15])[NH:10][N:9]=2)=[CH:4][C:3]=1[N+:16]([O-:18])=[O:17])[CH:20]([CH3:22])[CH3:21]. (2) Given the reactants Cl[S:2]([N:5]=[C:6]=[O:7])(=[O:4])=[O:3].[CH2:8]([OH:15])[C:9]1[CH:14]=[CH:13][CH:12]=[CH:11][CH:10]=1.Cl.[NH2:17][C:18]1[CH:47]=[CH:46][C:21]2[NH:22][C:23]([C:28]3[C:29](=[O:45])[C:30]([CH3:44])([CH2:39][CH2:40][CH:41]([CH3:43])[CH3:42])[C:31]4[C:36]([C:37]=3[OH:38])=[CH:35][CH:34]=[CH:33][CH:32]=4)=[N:24][S:25](=[O:27])(=[O:26])[C:20]=2[CH:19]=1.C(N(CC)CC)C, predict the reaction product. The product is: [CH2:8]([O:15][C:6](=[O:7])[NH:5][S:2]([NH:17][C:18]1[CH:47]=[CH:46][C:21]2[NH:22][C:23]([C:28]3[C:29](=[O:45])[C:30]([CH3:44])([CH2:39][CH2:40][CH:41]([CH3:43])[CH3:42])[C:31]4[C:36](=[CH:35][CH:34]=[CH:33][CH:32]=4)[C:37]=3[OH:38])=[N:24][S:25](=[O:27])(=[O:26])[C:20]=2[CH:19]=1)(=[O:4])=[O:3])[C:9]1[CH:14]=[CH:13][CH:12]=[CH:11][CH:10]=1.